This data is from Peptide-MHC class II binding affinity with 134,281 pairs from IEDB. The task is: Regression. Given a peptide amino acid sequence and an MHC pseudo amino acid sequence, predict their binding affinity value. This is MHC class II binding data. (1) The peptide sequence is VPNGTLVKTITNDQI. The MHC is DRB1_0901 with pseudo-sequence DRB1_0901. The binding affinity (normalized) is 0.240. (2) The peptide sequence is TVAGSFASEFKSRFF. The MHC is DRB1_0101 with pseudo-sequence DRB1_0101. The binding affinity (normalized) is 0.655. (3) The peptide sequence is KLDLTILGLAAEWVL. The MHC is DRB1_0701 with pseudo-sequence DRB1_0701. The binding affinity (normalized) is 0.284. (4) The peptide sequence is STVFLVPRRHGKTWF. The MHC is DRB1_0802 with pseudo-sequence DRB1_0802. The binding affinity (normalized) is 0.891.